This data is from Forward reaction prediction with 1.9M reactions from USPTO patents (1976-2016). The task is: Predict the product of the given reaction. (1) Given the reactants [CH2:1]([C:5]1[O:6][C:7]2[CH:13]=[C:12]([C:14]([O:16][CH3:17])=[O:15])[CH:11]=[CH:10][C:8]=2[CH:9]=1)[CH2:2][C:3]#[CH:4], predict the reaction product. The product is: [CH3:17][O:16][C:14]([C:12]1[CH:11]=[CH:10][C:8]2[CH:9]=[C:5]([CH2:1][CH2:2][C:3]3[O:6][C:7]4[CH:13]=[C:12]([C:14]([O:16][CH3:17])=[O:15])[CH:11]=[CH:10][C:8]=4[CH:4]=3)[O:6][C:7]=2[CH:13]=1)=[O:15]. (2) Given the reactants [CH3:1][CH:2]([CH3:27])[C@H:3]([N:8]1[CH2:16][C:15]2[C:10](=[CH:11][C:12]([C:17]3[CH:22]=[CH:21][C:20]([N+:23]([O-:25])=[O:24])=[CH:19][CH:18]=3)=[CH:13][CH:14]=2)[C:9]1=[O:26])[C:4]([O:6][CH3:7])=[O:5].BrCC1C=CC(C2C=CC([N+]([O-])=O)=CC=2)=CC=1C(OC)=O.Cl.COC(=O)[C@@H](C(C)C)N, predict the reaction product. The product is: [CH3:1][CH:2]([CH3:27])[C@@H:3]([N:8]1[CH2:16][C:15]2[C:10](=[CH:11][C:12]([C:17]3[CH:22]=[CH:21][C:20]([N+:23]([O-:25])=[O:24])=[CH:19][CH:18]=3)=[CH:13][CH:14]=2)[C:9]1=[O:26])[C:4]([O:6][CH3:7])=[O:5]. (3) Given the reactants [C:1]([O:5][C:6]([N:8]1[CH2:13][CH2:12][C:11]([CH3:17])([C:14]([OH:16])=O)[CH2:10][CH2:9]1)=[O:7])([CH3:4])([CH3:3])[CH3:2].[C:18]([O:24][CH2:25][CH3:26])(=[O:23])[CH2:19]C([O-])=O.[K+].CCN(CC)CC.[Mg+2].[Cl-].[Cl-], predict the reaction product. The product is: [CH2:25]([O:24][C:18](=[O:23])[CH2:19][C:14]([C:11]1([CH3:17])[CH2:10][CH2:9][N:8]([C:6]([O:5][C:1]([CH3:2])([CH3:3])[CH3:4])=[O:7])[CH2:13][CH2:12]1)=[O:16])[CH3:26]. (4) Given the reactants Cl[C:2]1[S:3][C:4]([S:8]([C:11]2[CH:16]=[CH:15][C:14]([C:17]([OH:23])([CH3:22])[C:18]([F:21])([F:20])[F:19])=[CH:13][CH:12]=2)(=[O:10])=[O:9])=[C:5]([Cl:7])[N:6]=1.[NH:24]1[CH:28]=[CH:27][CH:26]=[N:25]1.C(=O)([O-])[O-].[K+].[K+].C(#N)C, predict the reaction product. The product is: [Cl:7][C:5]1[N:6]=[C:2]([N:24]2[CH:28]=[CH:27][CH:26]=[N:25]2)[S:3][C:4]=1[S:8]([C:11]1[CH:16]=[CH:15][C:14]([C:17]([OH:23])([CH3:22])[C:18]([F:21])([F:20])[F:19])=[CH:13][CH:12]=1)(=[O:10])=[O:9]. (5) Given the reactants [Br:1][C:2]1[CH:10]=[CH:9][CH:8]=[C:7]2[C:3]=1[C:4](=[O:12])[C:5](=[O:11])[NH:6]2.[C:13](=O)([O-])[O-].[Cs+].[Cs+].IC, predict the reaction product. The product is: [Br:1][C:2]1[CH:10]=[CH:9][CH:8]=[C:7]2[C:3]=1[C:4](=[O:12])[C:5](=[O:11])[N:6]2[CH3:13]. (6) Given the reactants Br[CH2:2][CH2:3][CH2:4][O:5][C:6]1[CH:7]=[C:8]2[C:12](=[CH:13][CH:14]=1)[N:11]([C:15]([O:17][C:18]([CH3:21])([CH3:20])[CH3:19])=[O:16])[CH:10]=[CH:9]2.[NH:22]1[CH2:27][CH2:26][O:25][CH2:24][CH2:23]1.N1C=CC=CC=1, predict the reaction product. The product is: [N:22]1([CH2:2][CH2:3][CH2:4][O:5][C:6]2[CH:7]=[C:8]3[C:12](=[CH:13][CH:14]=2)[N:11]([C:15]([O:17][C:18]([CH3:21])([CH3:20])[CH3:19])=[O:16])[CH:10]=[CH:9]3)[CH2:27][CH2:26][O:25][CH2:24][CH2:23]1.